Task: Predict the reactants needed to synthesize the given product.. Dataset: Full USPTO retrosynthesis dataset with 1.9M reactions from patents (1976-2016) (1) Given the product [CH:24]1([C:27]2[CH:32]=[CH:31][N:30]=[C:29]([NH:33][C:34]3[CH:39]=[C:38]([C:2]4[CH:3]=[CH:4][C:5]([C:8]([C@H:11]5[CH2:16][CH2:15][C@H:14]([C:17]([O:19][CH2:20][CH2:21][CH2:22][CH3:23])=[O:18])[CH2:13][CH2:12]5)([OH:10])[CH3:9])=[N:6][CH:7]=4)[CH:37]=[C:36]([CH3:49])[CH:35]=3)[N:28]=2)[CH2:26][CH2:25]1, predict the reactants needed to synthesize it. The reactants are: Cl[C:2]1[CH:3]=[CH:4][C:5]([C:8]([C@H:11]2[CH2:16][CH2:15][C@H:14]([C:17]([O:19][CH2:20][CH2:21][CH2:22][CH3:23])=[O:18])[CH2:13][CH2:12]2)([OH:10])[CH3:9])=[N:6][CH:7]=1.[CH:24]1([C:27]2[CH:32]=[CH:31][N:30]=[C:29]([NH:33][C:34]3[CH:39]=[C:38](B4OC(C)(C)C(C)(C)O4)[CH:37]=[C:36]([CH3:49])[CH:35]=3)[N:28]=2)[CH2:26][CH2:25]1.CC(C1C=C(C(C)C)C(C2C(P(C3CCCCC3)C3CCCCC3)=C(OC)C=CC=2OC)=C(C(C)C)C=1)C.C(=O)([O-])[O-].[Na+].[Na+].C(O)(C(F)(F)F)=O. (2) Given the product [Br:15][CH2:9][C:8]([C:5]1[C:4]([C:11]([F:14])([F:12])[F:13])=[CH:3][C:2]([Br:1])=[CH:7][N:6]=1)=[O:10], predict the reactants needed to synthesize it. The reactants are: [Br:1][C:2]1[CH:3]=[C:4]([C:11]([F:14])([F:13])[F:12])[C:5]([C:8](=[O:10])[CH3:9])=[N:6][CH:7]=1.[Br-:15].[Br-].[Br-].C1([N+](C)(C)C)C=CC=CC=1.C1([N+](C)(C)C)C=CC=CC=1.C1([N+](C)(C)C)C=CC=CC=1. (3) The reactants are: P([O-])(O)(O)=O.[Na+].Cl([O-])=[O:8].[Na+].CC(=CC)C.[F:16][C:17]1[CH:22]=[CH:21][C:20]([O:23][CH3:24])=[CH:19][C:18]=1[C:25]1[CH:30]=[CH:29][C:28]([O:31][CH2:32][C:33]2[CH:34]=[C:35]([CH:39]([CH2:46][CH:47]=[O:48])[CH2:40][C:41]([O:43][CH2:44][CH3:45])=[O:42])[CH:36]=[CH:37][CH:38]=2)=[CH:27][C:26]=1[CH2:49][C:50]([CH3:53])([CH3:52])[CH3:51].Cl. Given the product [CH2:44]([O:43][C:41](=[O:42])[CH2:40][CH:39]([C:35]1[CH:36]=[CH:37][CH:38]=[C:33]([CH2:32][O:31][C:28]2[CH:29]=[CH:30][C:25]([C:18]3[CH:19]=[C:20]([O:23][CH3:24])[CH:21]=[CH:22][C:17]=3[F:16])=[C:26]([CH2:49][C:50]([CH3:52])([CH3:51])[CH3:53])[CH:27]=2)[CH:34]=1)[CH2:46][C:47]([OH:8])=[O:48])[CH3:45], predict the reactants needed to synthesize it. (4) Given the product [F:1][C:2]([F:7])([F:6])[C:3]([OH:5])=[O:4].[F:8][C:9]([F:14])([F:13])[C:10]([OH:12])=[O:11].[Cl:22][C:23]1[CH:24]=[N:25][C:26]2[NH:27][C:28]3[CH:29]=[N:30][CH:31]=[C:32]([CH:54]=3)[CH2:33][CH2:34][C:35]3[CH:43]=[C:39]([NH:40][C:41]=1[N:42]=2)[CH:38]=[CH:37][C:36]=3[NH:44][C:45](=[O:53])[CH2:46][CH:47]1[CH2:52][CH2:51][N:50]([C:56]([NH:55][C:58]2[CH:65]=[CH:64][CH:63]=[CH:62][C:59]=2[C:60]#[N:61])=[O:57])[CH2:49][CH2:48]1, predict the reactants needed to synthesize it. The reactants are: [F:1][C:2]([F:7])([F:6])[C:3]([OH:5])=[O:4].[F:8][C:9]([F:14])([F:13])[C:10]([OH:12])=[O:11].FC(F)(F)C(O)=O.[Cl:22][C:23]1[CH:24]=[N:25][C:26]2[NH:27][C:28]3[CH:29]=[N:30][CH:31]=[C:32]([CH:54]=3)[CH2:33][CH2:34][C:35]3[CH:43]=[C:39]([NH:40][C:41]=1[N:42]=2)[CH:38]=[CH:37][C:36]=3[NH:44][C:45](=[O:53])[CH2:46][CH:47]1[CH2:52][CH2:51][NH:50][CH2:49][CH2:48]1.[N:55]([C:58]1[CH:65]=[CH:64][CH:63]=[CH:62][C:59]=1[C:60]#[N:61])=[C:56]=[O:57]. (5) Given the product [CH:1]([O:4][C:6]1[C:15]2[C:10](=[CH:11][CH:12]=[C:13]([CH3:16])[N:14]=2)[N:9]=[CH:8][C:7]=1[C:17]#[N:18])([CH3:3])[CH3:2], predict the reactants needed to synthesize it. The reactants are: [CH:1]([OH:4])([CH3:3])[CH3:2].Cl[C:6]1[C:15]2[C:10](=[CH:11][CH:12]=[C:13]([CH3:16])[N:14]=2)[N:9]=[CH:8][C:7]=1[C:17]#[N:18]. (6) Given the product [Br:13][C:8]1[CH:7]=[C:6]([CH:4]([OH:5])[CH2:3][CH2:2][NH:1][C:16](=[O:17])[C:15]([F:22])([F:21])[F:14])[CH:11]=[C:10]([CH3:12])[CH:9]=1, predict the reactants needed to synthesize it. The reactants are: [NH2:1][CH2:2][CH2:3][CH:4]([C:6]1[CH:11]=[C:10]([CH3:12])[CH:9]=[C:8]([Br:13])[CH:7]=1)[OH:5].[F:14][C:15]([F:22])([F:21])[C:16](OCC)=[O:17].